Dataset: Reaction yield outcomes from USPTO patents with 853,638 reactions. Task: Predict the reaction yield, written as a fraction of the theoretical maximum amount of product (1.0 means a 100% yield; for example, 0.34 means a 34% yield). (1) The product is [CH3:1][O:2][C:3]1[CH:4]=[C:5]2[C:10](=[CH:11][C:12]=1[O:13][CH3:14])[N:9]=[CH:8][N:7]=[C:6]2[S:15][C:16]1[CH:17]=[C:18]([NH:19][C:33]([NH:32][C:30]2[O:29][N:28]=[C:27]([C:24]([F:23])([CH3:25])[CH3:26])[CH:31]=2)=[O:34])[CH:20]=[CH:21][CH:22]=1. No catalyst specified. The reactants are [CH3:1][O:2][C:3]1[CH:4]=[C:5]2[C:10](=[CH:11][C:12]=1[O:13][CH3:14])[N:9]=[CH:8][N:7]=[C:6]2[S:15][C:16]1[CH:17]=[C:18]([CH:20]=[CH:21][CH:22]=1)[NH2:19].[F:23][C:24]([C:27]1[CH:31]=[C:30]([NH:32][C:33](=O)[O:34]C2C=CC=CC=2)[O:29][N:28]=1)([CH3:26])[CH3:25].COC1C=C2C(=CC=1OC)N=CN=C2OC1C=C(NC(NC2ON=C(C(C)C)C=2)=O)C=CC=1. The yield is 0.460. (2) The reactants are C1C2C(=CC=CC=2)C=[N:3][N:2]=1.[N+:11]([C:14]1[CH:15]=[C:16]2[C:21](=O)[O:20][C:18](=[O:19])[C:17]2=[CH:23][CH:24]=1)([O-])=O.NN. The catalyst is C(O)(C)C. The product is [NH2:11][C:14]1[CH:15]=[C:16]2[C:17](=[CH:23][CH:24]=1)[C:18]([OH:19])=[N:3][N:2]=[C:21]2[OH:20]. The yield is 1.00. (3) The reactants are [Cl:1][C:2]1[CH:10]=[C:9]2[C:5]([CH:6]=[CH:7][NH:8]2)=[CH:4][C:3]=1B1OCC(C)(C)CO1.[C:19](=[O:22])([O-])[O-].[K+].[K+].Br[C:26]1[CH:31]=[CH:30][C:29]([CH:32]2[CH2:36][CH2:35][N:34]([CH3:37])[CH2:33]2)=[CH:28][CH:27]=1. The catalyst is O1CCOCC1.CN(C=O)C.C1C=CC(P(C2C=CC=CC=2)[C-]2C=CC=C2)=CC=1.C1C=CC(P(C2C=CC=CC=2)[C-]2C=CC=C2)=CC=1.Cl[Pd]Cl.[Fe+2]. The product is [Cl:1][C:2]1[CH:10]=[C:9]2[C:5]([C:6]([CH:19]=[O:22])=[CH:7][NH:8]2)=[CH:4][C:3]=1[C:26]1[CH:27]=[CH:28][C:29]([CH:32]2[CH2:36][CH2:35][N:34]([CH3:37])[CH2:33]2)=[CH:30][CH:31]=1. The yield is 0.160. (4) The reactants are [CH3:1][N:2]([CH2:4][C:5]([O:7][CH2:8][CH3:9])=[O:6])[NH2:3].[CH2:10]([N:17]=[C:18]=[O:19])[C:11]1[CH:16]=[CH:15][CH:14]=[CH:13][CH:12]=1. The catalyst is O1CCCC1.C(OCC)(=O)C. The product is [CH3:1][N:2]([CH2:4][C:5]([O:7][CH2:8][CH3:9])=[O:6])[NH:3][C:18](=[O:19])[NH:17][CH2:10][C:11]1[CH:16]=[CH:15][CH:14]=[CH:13][CH:12]=1. The yield is 0.760. (5) The reactants are [F:1][C:2]1[C:3]([O:23]COCCOC)=[C:4]([CH:18]=[CH:19][C:20](=[O:22])[CH3:21])[CH:5]=[C:6]([CH:9]2[CH2:14][CH2:13][CH:12]([CH2:15][CH2:16][CH3:17])[CH2:11][CH2:10]2)[C:7]=1[F:8]. The catalyst is O1CCCC1. The product is [F:1][C:2]1[C:7]([F:8])=[C:6]([CH:9]2[CH2:10][CH2:11][CH:12]([CH2:15][CH2:16][CH3:17])[CH2:13][CH2:14]2)[CH:5]=[C:4]([CH2:18][CH2:19][CH:20]([OH:22])[CH3:21])[C:3]=1[OH:23]. The yield is 0.770. (6) The reactants are C([NH:5][S:6]([C:9]1[S:10][C:11]([C:14]2[CH:19]=[CH:18][CH:17]=[C:16]([C:20]3[N:25]=[C:24]([C:26]([F:29])([F:28])[F:27])[CH:23]=[C:22]([C:30]4[CH:31]=[N:32][C:33]([C:36]([F:39])([F:38])[F:37])=[CH:34][CH:35]=4)[N:21]=3)[CH:15]=2)=[CH:12][CH:13]=1)(=[O:8])=[O:7])(C)(C)C.C(O)(C(F)(F)F)=O. The catalyst is ClCCl. The product is [F:29][C:26]([F:27])([F:28])[C:24]1[CH:23]=[C:22]([C:30]2[CH:31]=[N:32][C:33]([C:36]([F:39])([F:38])[F:37])=[CH:34][CH:35]=2)[N:21]=[C:20]([C:16]2[CH:15]=[C:14]([C:11]3[S:10][C:9]([S:6]([NH2:5])(=[O:8])=[O:7])=[CH:13][CH:12]=3)[CH:19]=[CH:18][CH:17]=2)[N:25]=1. The yield is 0.380.